Task: Predict the reactants needed to synthesize the given product.. Dataset: Full USPTO retrosynthesis dataset with 1.9M reactions from patents (1976-2016) (1) Given the product [C:20]([C:23]1[S:27][C:26]([NH:28][C:14](=[O:16])[CH:13]([NH:12][C:10](=[O:11])[CH2:9][C:4]2[CH:5]=[C:6]([F:8])[CH:7]=[C:2]([F:1])[CH:3]=2)[CH2:17][CH2:18][CH3:19])=[N:25][CH:24]=1)(=[O:22])[CH3:21], predict the reactants needed to synthesize it. The reactants are: [F:1][C:2]1[CH:3]=[C:4]([CH2:9][C:10]([NH:12][CH:13]([CH2:17][CH2:18][CH3:19])[C:14]([OH:16])=O)=[O:11])[CH:5]=[C:6]([F:8])[CH:7]=1.[C:20]([C:23]1[S:27][C:26]([NH2:28])=[N:25][CH:24]=1)(=[O:22])[CH3:21].C1C=CC2N(O)N=NC=2C=1.CCN=C=NCCCN(C)C.Cl. (2) The reactants are: [OH-:1].[Na+:2].CC([OH:6])C.[CH:7]1[N:11]=[CH:10][N:9]([CH2:12][C:13]([P:19]([OH:22])([OH:21])=[O:20])([P:15]([OH:18])([OH:17])=[O:16])[OH:14])[CH:8]=1. Given the product [CH:7]1[N:11]=[CH:10][N:9]([CH2:12][C:13]([P:15]([O-:18])([OH:17])=[O:16])([P:19]([O-:21])([OH:22])=[O:20])[OH:14])[CH:8]=1.[OH2:6].[OH2:1].[OH2:6].[OH2:6].[Na+:2].[Na+:2], predict the reactants needed to synthesize it. (3) Given the product [Br:11][C:9]1[N:8]=[C:7]([C:12]#[N:13])[C:6]([OH:14])=[C:5]([O:2][CH3:1])[CH:10]=1, predict the reactants needed to synthesize it. The reactants are: [CH3:1][O-:2].[Na+].Br[C:5]1[CH:10]=[C:9]([Br:11])[N:8]=[C:7]([C:12]#[N:13])[C:6]=1[OH:14].O.S(=O)(=O)(O)O. (4) The reactants are: Cl[CH2:2][CH2:3][N:4]=[C:5]=[O:6].[C:7]1([CH2:13][N:14]2[CH2:19][CH2:18][CH:17]([NH2:20])[CH2:16][CH2:15]2)[CH:12]=[CH:11][CH:10]=[CH:9][CH:8]=1.C[Si]([N-][Si](C)(C)C)(C)C.[Li+].[H-].[Na+]. Given the product [C:7]1([CH2:13][N:14]2[CH2:19][CH2:18][CH:17]([N:20]3[CH2:2][CH2:3][NH:4][C:5]3=[O:6])[CH2:16][CH2:15]2)[CH:8]=[CH:9][CH:10]=[CH:11][CH:12]=1, predict the reactants needed to synthesize it. (5) Given the product [CH3:1][C:2]1[N:3]=[C:4]([C:7]2[C:8]3[CH2:15][CH2:14][CH2:13][C:9]=3[S:10][C:11]=2[NH:12][C:25]([CH:16]2[CH2:21][CH2:20][CH2:19][CH2:18][CH:17]2[C:22]([OH:24])=[O:23])=[O:26])[S:5][CH:6]=1, predict the reactants needed to synthesize it. The reactants are: [CH3:1][C:2]1[N:3]=[C:4]([C:7]2[C:8]3[CH2:15][CH2:14][CH2:13][C:9]=3[S:10][C:11]=2[NH2:12])[S:5][CH:6]=1.[C@@H:16]12[C:25](=[O:26])[O:24][C:22](=[O:23])[C@@H:17]1[CH2:18][CH2:19][CH2:20][CH2:21]2. (6) The reactants are: [NH2:1][CH2:2][C:3]([OH:5])=[O:4].[O-2].[Ca+2:7].[Ca]. Given the product [NH2:1][CH2:2][C:3]([O-:5])=[O:4].[NH2:1][CH2:2][C:3]([O-:5])=[O:4].[Ca+2:7], predict the reactants needed to synthesize it.